This data is from Human Reference Interactome with 51,813 positive PPI pairs across 8,248 proteins, plus equal number of experimentally-validated negative pairs. The task is: Binary Classification. Given two protein amino acid sequences, predict whether they physically interact or not. (1) Protein 1 (ENSG00000113368) has sequence MATATPVPPRMGSRAGGPTTPLSPTRLSRLQEKEELRELNDRLAVYIDKVRSLETENSALQLQVTEREEVRGRELTGLKALYETELADARRALDDTARERAKLQIELGKCKAEHDQLLLNYAKKESDLNGAQIKLREYEAALNSKDAALATALGDKKSLEGDLEDLKDQIAQLEASLAAAKKQLADETLLKVDLENRCQSLTEDLEFRKSMYEEEINETRRKHETRLVEVDSGRQIEYEYKLAQALHEMREQHDAQVRLYKEELEQTYHAKLENARLSSEMNTSTVNSAREELMESRMRI.... Protein 2 (ENSG00000153044) has sequence MEEQPQMQDADEPADSGGEGRAGGPPQVAGAQAACSEDRMTLLLRLRAQTKQQLLEYKSMVDASEEKTPEQIMQEKQIEAKIEDLENEIEEVKVAFEIKKLALDRMRLSTALKKNLEKISRQSSVLMDNMKHLLELNKLIMKSQQESWDLEEKLLDIRKKRLQLKQASESKLLEIQTEKNKQKIDLDSMENSERIKIIRQNLQMEIKITTVIQHVFQNLILGSKVNWAEDPALKEIVLQLEKNVDMM*XEDRMTLLLRLRAQTKQQLLEYKSMVDASEEKTPEQIMQEKQIEAMRLSTAL.... Result: 1 (the proteins interact). (2) Protein 1 (ENSG00000143156) has sequence MNHSERFVFIAEWYDPNASLLRRYELLFYPGDGSVEMHDVKNHRTFLKRTKYDNLHLEDLFIGNKVNVFSRQLVLIDYGDQYTARQLGSRKEKTLALIKPDAISKAGEIIEIINKAGFTITKLKMMMLSRKEALDFHVDHQSRPFFNELIQFITTGPIIAMEILRDDAICEWKRLLGPANSGVARTDASESIRALFGTDGIRNAAHGPDSFASAAREMELFFPSSGGCGPANTAKFTNCTCCIVKPHAVSEGLLGKILMAIRDAGFEISAMQMFNMDRVNVEEFYEVYKGVVTEYHDMVT.... Protein 2 (ENSG00000145016) has sequence MQSILYHGLIRDQACRRQTDYWQFVKDIRWLSPHSALHVEKFISVHENDQSSADGASERAVAELWLQHSLQYHCLSAQLRPLLGDRQYIRKFYTDAAFLLSDAHVTAMLQCLEAVEQNNPRLLAQIDASMFARKHESPLLVTKSQSLTALPSSTYTPPNSYAQHSYFGSFSSLHQSVPNNGSERRSTSFPLSGPPRKPQESRGHVSPAEDQTIQAPPVSVSALARDSPLTPNEMSSSTLTSPIEASWVSSQNDSPGDASEGPEYLAIGNLDPRGRTASCQSHSSNAESSSSNLFSSSSSQ.... Result: 1 (the proteins interact). (3) Protein 1 (ENSG00000119865) has sequence MGDLPGLVRLSIALRIQPNDGPVFYKVDGQRFGQNRTIKLLTGSSYKVEVKIKPSTLQVENISIGGVLVPLELKSKEPDGDRVVYTGTYDTEGVTPTKSGERQPIQITMPFTDIGTFETVWQVKFYNYHKRDHCQWGSPFSVIEYECKPNETRSLMWVNKESFL*MGDLPGLVRLSIALRIQPNDGPVFYKVDGQRFGQNRTIKLLTGSSYKVEVKIKPSTLQVENISIGGVLVPLELKSKEPDGDRVVYTGTYDTEGVTPTKSGERQPIQITMPVRLACGYRSMVPWKMETTEKKTITI.... Protein 2 (ENSG00000185615) has sequence MSRQLLPVLLLLLLRASCPWGQEQGARSPSEEPPEEEIPKEDGILVLSRHTLGLALREHPALLVEFYAPWCGHCQALAPEYSKAAAVLAAESMVVTLAKVDGPAQRELAEEFGVTEYPTLKFFRNGNRTHPEEYTGPRDAEGIAEWLRRRVGPSAMRLEDEAAAQALIGGRDLVVIGFFQDLQDEDVATFLALAQDALDMTFGLTDRPRLFQQFGLTKDTVVLFKKFDEGRADFPVDEELGLDLGDLSRFLVTHSMRLVTEFNSQTSAKIFAARILNHLLLFVNQTLAAHRELLAGFGEA.... Result: 0 (the proteins do not interact). (4) Protein 1 (ENSG00000106366) has sequence MQMSPALTCLVLGLALVFGEGSAVHHPPSYVAHLASDFGVRVFQQVAQASKDRNVVFSPYGVASVLAMLQLTTGGETQQQIQAAMGFKIDDKGMAPALRHLYKELMGPWNKDEISTTDAIFVQRDLKLVQGFMPHFFRLFRSTVKQVDFSEVERARFIINDWVKTHTKGMISNLLGKGAVDQLTRLVLVNALYFNGQWKTPFPDSSTHRRLFHKSDGSTVSVPMMAQTNKFNYTEFTTPDGHYYDILELPYHGDTLSMFIAAPYEKEVPLSALTNILSAQLISHWKGNMTRLPRLLVLPK.... Protein 2 (ENSG00000078114) has sequence MRVPVFEDIKDETEEEKIGEEENEEDQVFYKPVIEDLSMELARKCTELISDIRYKEEFKKSKDKCTFVTDSPMLNHVKNIGAFISEAKYKGTIKADLSNSLYKRMPATIDSVFAGEVTQLQSEVAYKQKHDAAKGFSDYAHMKEPPEVKHAMEVNKHQSNISYRKDVQDTHTYSAELDRPDIKMATQISKIISNAEYKKGQGIMNKEPAVIGRPDFEHAVEASKLSSQIKYKEKFDNEMKDKKHHYNPLESASFRQNQLAATLASNVKYKKDIQNMHDPVSDLPNLLFLDHVLKASKMLS.... Result: 0 (the proteins do not interact). (5) Protein 1 (ENSG00000186599) has sequence MALIRKTFYFLFAMFFILVQLPSGCQAGLDFSQPFPSGEFAVCESCKLGRGKCRKECLENEKPDGNCRLNFLCCRQRI*. Protein 2 (ENSG00000155975) has sequence MSWLFPLTKSASSSAAGSPGGLTSLQQQKQRLIESLRNSHSSIAEIQKDVEYRLPFTINNLTININILLPPQFPQEKPVISVYPPIRHHLMDKQGVYVTSPLVNNFTMHSDLGKIIQSLLDEFWKNPPVLAPTSTAFPYLYSNPSGMSPYASQGFPFLPPYPPQEANRSITSLSVADTVSSSTTSHTTAKPAAPSFGVLSNLPLPIPTVDASIPTSQNGFGYKMPDVPDAFPELSELSVSQLTDMNEQEEVLLEQFLTLPQLKQIITDKDDLVKSIEELARKNLLLEPSLEAKRQTVLDK.... Result: 0 (the proteins do not interact). (6) Protein 1 (ENSG00000135960) has sequence MAHVGDCTQTPWLPVLVVSLMCSARAEYSNCGENEYYNQTTGLCQECPPCGPGEEPYLSCGYGTKDEDYGCVPCPAEKFSKGGYQICRRHKDCEGFFRATVLTPGDMENDAECGPCLPGYYMLENRPRNIYGMVCYSCLLAPPNTKECVGATSGASANFPGTSGSSTLSPFQHAHKELSGQGHLATALIIAMSTIFIMAIAIVLIIMFYILKTKPSAPACCTSHPGKSVEAQVSKDEEKKEAPDNVVMFSEKDEFEKLTATPAKPTKSENDASSENEQLLSRSVDSDEEPAPDKQGSPEL.... Protein 2 (ENSG00000138738) has sequence MLGMYVPDRFSLKSSRVQDGMGLYTARRVRKGEKFGPFAGEKRMPEDLDENMDYRLMWEVRGSKGEVLYILDATNPRHSNWLRFVHEAPSQEQKNLAAIQEGENIFYLAVEDIETDTELLIGYLDSDMEAEEEEQQIMTVIKEGEVENSRRQSTAGRKDRLGCKEDYACPQCESSFTSEDILAEHLQTLHQKPTEEKEFKCKNCGKKFPVKQALQRHVLQCTAKSSLKESSRSFQCSVCNSSFSSASSFEQHQETCRGDARFVCKADSCGKRLKSKDALKRHQENVHTGDPKKKLICSVC.... Result: 0 (the proteins do not interact). (7) Protein 1 (ENSG00000104442) has sequence MNSSTSTMSEEPDALSVVNQLRDLAADPLNRRAIVQDQGCLPGLILFMDHPNPPVVHSALLALRYLAECRANREKMKGELGMMLSLQNVIQKTTTPGETKLLASEIYDILQSSNMADGDSFNEMNSRRRKAQFFLGTTNKRAKTVVLHIDGLDDTSRRNLCEEALLKIKGVISFTFQMAVQRCVVRIRSDLKAEALASAIASTKVMKAQQVVKSESGEEMLVPFQDTPVEVEQNTELPDYLPEDESPTKEQDKAVSRVGSHPEGGASWLSTAANFLSRSFYW*MSAWPYFIYGPSQPSSR.... Protein 2 (ENSG00000174903) has sequence MNPEYDYLFKLLLIGDSGVGKSCLLLRFADDTYTESYISTIGVDFKIRTIELDGKTIKLQIWDTAGQERFRTITSSYYRGAHGIIVVYDVTDQESYANVKQWLQEIDRYASENVNKLLVGNKSDLTTKKVVDNTTAKEFADSLGIPFLETSAKNATNVEQAFMTMAAEIKKRMGPGAASGGERPNLKIDSTPVKPAGGGCC*MNPEYDYLFKLLLIGDSGVGKSCLLLRFADDTYTESYISTIGVDFKIRTIELDGKTIKLQIESYANVKQWLQEIDRYASENVNKLLVGNKSDLTTKKV.... Result: 0 (the proteins do not interact).